Dataset: Reaction yield outcomes from USPTO patents with 853,638 reactions. Task: Predict the reaction yield, written as a fraction of the theoretical maximum amount of product (1.0 means a 100% yield; for example, 0.34 means a 34% yield). (1) The reactants are [Br:1][C:2]1[CH:11]=[CH:10][C:5]([C:6]([O:8]C)=O)=[CH:4][C:3]=1[CH2:12][CH2:13][CH3:14].[Cl-].[Na+].[CH2:17]([Mg]Br)[CH3:18].[Cl-].[NH4+].O1CC[CH2:25][CH2:24]1. The catalyst is C(OCC)C.C(OCC)(=O)C. The product is [Br:1][C:2]1[CH:11]=[CH:10][C:5]([C:6]([OH:8])([CH2:17][CH3:18])[CH2:24][CH3:25])=[CH:4][C:3]=1[CH2:12][CH2:13][CH3:14]. The yield is 0.960. (2) The product is [O:10]1[C:14]2[CH:15]=[CH:16][CH:17]=[CH:18][C:13]=2[CH:12]=[C:11]1[C:19]1[N:23]2[N:24]=[C:25]([O:7][CH2:6][CH2:5][O:4][CH2:3][CH2:2][NH2:1])[CH:26]=[CH:27][C:22]2=[N:21][CH:20]=1. The reactants are [NH2:1][CH2:2][CH2:3][O:4][CH2:5][CH2:6][OH:7].[H-].[Na+].[O:10]1[C:14]2[CH:15]=[CH:16][CH:17]=[CH:18][C:13]=2[CH:12]=[C:11]1[C:19]1[N:23]2[N:24]=[C:25](Cl)[CH:26]=[CH:27][C:22]2=[N:21][CH:20]=1. The yield is 0.730. The catalyst is CN(C=O)C.